This data is from CYP2C19 inhibition data for predicting drug metabolism from PubChem BioAssay. The task is: Regression/Classification. Given a drug SMILES string, predict its absorption, distribution, metabolism, or excretion properties. Task type varies by dataset: regression for continuous measurements (e.g., permeability, clearance, half-life) or binary classification for categorical outcomes (e.g., BBB penetration, CYP inhibition). Dataset: cyp2c19_veith. The result is 1 (inhibitor). The drug is CN1Cc2c(C(=O)OC(C)(C)C)ncn2-c2ccsc2C1=O.